Dataset: Reaction yield outcomes from USPTO patents with 853,638 reactions. Task: Predict the reaction yield, written as a fraction of the theoretical maximum amount of product (1.0 means a 100% yield; for example, 0.34 means a 34% yield). (1) The reactants are [C:1]1([CH3:10])[CH:6]=[CH:5][CH:4]=[C:3]([C:7](=[O:9])[CH3:8])[CH:2]=1.[Se](=O)=[O:12].[CH3:14][CH2:15][O:16]CC. The catalyst is N1C=CC=CC=1.ClCCl. The product is [O:9]=[C:7]([C:3]1[CH:2]=[C:1]([CH3:10])[CH:6]=[CH:5][CH:4]=1)[C:8]([O:16][CH2:15][CH3:14])=[O:12]. The yield is 0.466. (2) The reactants are [NH:1]1[CH2:6][CH2:5][CH2:4][C@@H:3]([NH:7][C:8]2[CH:13]=[CH:12][N:11]=[C:10]([C:14]3[CH:15]=[N:16][N:17]4[CH:22]=[CH:21][CH:20]=[CH:19][C:18]=34)[N:9]=2)[CH2:2]1.Br[C:24]1[N:28]=[CH:27][NH:26][N:25]=1. No catalyst specified. The product is [N:25]1[N:26]=[C:27]([N:1]2[CH2:6][CH2:5][CH2:4][C@@H:3]([NH:7][C:8]3[CH:13]=[CH:12][N:11]=[C:10]([C:14]4[CH:15]=[N:16][N:17]5[CH:22]=[CH:21][CH:20]=[CH:19][C:18]=45)[N:9]=3)[CH2:2]2)[NH:28][CH:24]=1. The yield is 0.520. (3) The reactants are [C:1]([NH:5][C:6](=[O:33])[CH2:7][N:8]1[C:17](=[O:18])[C:16]2[C:11](=[CH:12][CH:13]=[C:14]([N:19]3[CH2:25][CH2:24][CH2:23][NH:22][CH2:21][CH2:20]3)[CH:15]=2)[N:10]=[C:9]1[C:26]1[CH:31]=[CH:30][CH:29]=[C:28]([Cl:32])[CH:27]=1)([CH3:4])([CH3:3])[CH3:2].[CH3:34][C:35]([CH3:37])=O.C([BH3-])#N.[Na+].C(O)(=O)C. The catalyst is C1COCC1. The product is [C:1]([NH:5][C:6](=[O:33])[CH2:7][N:8]1[C:17](=[O:18])[C:16]2[C:11](=[CH:12][CH:13]=[C:14]([N:19]3[CH2:25][CH2:24][CH2:23][N:22]([CH:35]([CH3:37])[CH3:34])[CH2:21][CH2:20]3)[CH:15]=2)[N:10]=[C:9]1[C:26]1[CH:31]=[CH:30][CH:29]=[C:28]([Cl:32])[CH:27]=1)([CH3:4])([CH3:2])[CH3:3]. The yield is 0.470. (4) The reactants are [N:1]1[O:2][N:3]=[C:4]2[CH:9]=[C:8]([C:10]([O:12]CC)=[O:11])[CH:7]=[CH:6][C:5]=12.[OH-].[Na+].Cl. The catalyst is CO. The product is [N:1]1[O:2][N:3]=[C:4]2[CH:9]=[C:8]([C:10]([OH:12])=[O:11])[CH:7]=[CH:6][C:5]=12. The yield is 0.820. (5) The reactants are [NH:1]([C:18]([O:20][CH2:21][C:22]1[CH:27]=[CH:26][CH:25]=[CH:24][CH:23]=1)=[O:19])[C@@H:2]([C:8]([O:10][CH2:11][C:12]1[CH:17]=[CH:16][CH:15]=[CH:14][CH:13]=1)=[O:9])[CH2:3][CH2:4][C:5](=[O:7])O.ON1C(=O)CCC1=O.CCN=C=NCCCN(C)C.Cl.Cl.[NH2:49][C@H:50]([C:61]([OH:63])=[O:62])[CH2:51][C:52]1[C:60]2[C:55](=[CH:56][CH:57]=[CH:58][CH:59]=2)[NH:54][CH:53]=1. The catalyst is CN(C=O)C.C(OCC)(=O)C. The product is [NH:1]([C:18]([O:20][CH2:21][C:22]1[CH:27]=[CH:26][CH:25]=[CH:24][CH:23]=1)=[O:19])[C@@H:2]([C:8]([O:10][CH2:11][C:12]1[CH:17]=[CH:16][CH:15]=[CH:14][CH:13]=1)=[O:9])[CH2:3][CH2:4][C:5]([NH:49][C@H:50]([C:61]([OH:63])=[O:62])[CH2:51][C:52]1[C:60]2[C:55](=[CH:56][CH:57]=[CH:58][CH:59]=2)[NH:54][CH:53]=1)=[O:7]. The yield is 0.980. (6) The reactants are FC1C=C(C2N=C(SC)N=C(N3CCOC[C@@H]3C)C=2)C=NC=1.Cl[C:24]1[N:29]=[C:28]([N:30]2[CH2:35][CH2:34][O:33][CH2:32][C@@H:31]2[CH3:36])[N:27]=[C:26]([C:37]2[CH:42]=[CH:41][C:40]([NH:43][C:44]([NH:46][CH:47]3[CH2:49][CH2:48]3)=[O:45])=[CH:39][CH:38]=2)[CH:25]=1.[CH3:50][S:51][C:52]1[C:57](B2OC(C)(C)C(C)(C)O2)=[CH:56][CH:55]=[CH:54][N:53]=1. No catalyst specified. The product is [CH:47]1([NH:46][C:44]([NH:43][C:40]2[CH:41]=[CH:42][C:37]([C:26]3[CH:25]=[C:24]([C:57]4[C:52]([S:51][CH3:50])=[N:53][CH:54]=[CH:55][CH:56]=4)[N:29]=[C:28]([N:30]4[CH2:35][CH2:34][O:33][CH2:32][C@@H:31]4[CH3:36])[N:27]=3)=[CH:38][CH:39]=2)=[O:45])[CH2:49][CH2:48]1. The yield is 0.650.